This data is from Full USPTO retrosynthesis dataset with 1.9M reactions from patents (1976-2016). The task is: Predict the reactants needed to synthesize the given product. (1) Given the product [OH:26][C:4]1[N:9]=[CH:8][C:7]2=[CH:10][CH:11]=[C:12]([C:13]3[CH:18]=[CH:17][C:16]([CH3:19])=[CH:15][C:14]=3[N:20]([CH3:25])[S:21]([CH3:24])(=[O:23])=[O:22])[N:6]2[N:5]=1, predict the reactants needed to synthesize it. The reactants are: CS([C:4]1[N:9]=[CH:8][C:7]2=[CH:10][CH:11]=[C:12]([C:13]3[CH:18]=[CH:17][C:16]([CH3:19])=[CH:15][C:14]=3[N:20]([CH3:25])[S:21]([CH3:24])(=[O:23])=[O:22])[N:6]2[N:5]=1)=O.[OH-:26].[Na+].Cl. (2) Given the product [OH:15][C:2]12[CH2:9][CH2:8][C:5]([C:10]([OH:12])=[O:11])([CH2:6][CH2:7]1)[CH2:4][CH2:3]2, predict the reactants needed to synthesize it. The reactants are: Br[C:2]12[CH2:9][CH2:8][C:5]([C:10]([O:12]C)=[O:11])([CH2:6][CH2:7]1)[CH2:4][CH2:3]2.Cl.[OH-:15].[Na+].